Dataset: Retrosynthesis with 50K atom-mapped reactions and 10 reaction types from USPTO. Task: Predict the reactants needed to synthesize the given product. (1) The reactants are: COC(=O)CC1(COS(C)(=O)=O)CC1.COCCCc1cc(O)cc(CN(C(=O)[C@H]2CN(C(=O)OC(C)(C)C)CC[C@@H]2c2ccc(OCCOc3c(Cl)cc(C)cc3Cl)cc2)C2CC2)c1. Given the product COCCCc1cc(CN(C(=O)[C@H]2CN(C(=O)OC(C)(C)C)CC[C@@H]2c2ccc(OCCOc3c(Cl)cc(C)cc3Cl)cc2)C2CC2)cc(OCC2(CC(=O)OC)CC2)c1, predict the reactants needed to synthesize it. (2) Given the product COc1cccc2c1nc(C(F)F)n2-c1nc(Nc2cccnc2)c([N+](=O)[O-])c(N2CCOCC2)n1, predict the reactants needed to synthesize it. The reactants are: COc1cccc2[nH]c(C(F)F)nc12.O=[N+]([O-])c1c(Nc2cccnc2)nc(Cl)nc1N1CCOCC1.